Dataset: Forward reaction prediction with 1.9M reactions from USPTO patents (1976-2016). Task: Predict the product of the given reaction. (1) The product is: [Br:17][C:11]1[CH:10]=[C:9]([S:8][CH2:1][CH:2]2[CH2:7][CH2:6][CH2:5][CH2:4][CH2:3]2)[CH:14]=[C:13]([O:15][CH3:16])[CH:12]=1. Given the reactants [C:1](=O)([S:8][C:9]1[CH:14]=[C:13]([O:15][CH3:16])[CH:12]=[C:11]([Br:17])[CH:10]=1)[C:2]1[CH:7]=[CH:6][CH:5]=[CH:4][CH:3]=1.BrCC1CCCCC1.C([O-])([O-])=O.[Cs+].[Cs+], predict the reaction product. (2) The product is: [CH3:1][O:2][CH2:3][CH2:4][O:5][CH2:6][CH2:7][O:8][C:9]1[CH:10]=[C:11]([CH:12]=[CH:18][C:19]([OH:21])=[O:20])[CH:14]=[CH:15][CH:16]=1. Given the reactants [CH3:1][O:2][CH2:3][CH2:4][O:5][CH2:6][CH2:7][O:8][C:9]1[CH:10]=[C:11]([CH:14]=[CH:15][CH:16]=1)[CH:12]=O.C(O)(=O)[CH2:18][C:19]([OH:21])=[O:20].N1CCCCC1, predict the reaction product.